This data is from Forward reaction prediction with 1.9M reactions from USPTO patents (1976-2016). The task is: Predict the product of the given reaction. (1) The product is: [C:27]([O:26][C:24]([NH:23][CH:10]([C:11]1[CH:12]=[CH:13][C:14]([CH2:17][CH2:18][S:19]([CH3:22])(=[O:21])=[O:20])=[CH:15][CH:16]=1)[C:9]([OH:31])=[O:8])=[O:25])([CH3:29])([CH3:30])[CH3:28]. Given the reactants C([O:8][C:9](=[O:31])[CH:10]([NH:23][C:24]([O:26][C:27]([CH3:30])([CH3:29])[CH3:28])=[O:25])[C:11]1[CH:16]=[CH:15][C:14](/[CH:17]=[CH:18]/[S:19]([CH3:22])(=[O:21])=[O:20])=[CH:13][CH:12]=1)C1C=CC=CC=1, predict the reaction product. (2) Given the reactants [NH2:1][C:2]1[C:7]2[C:8]([C:11]3[CH:16]=[CH:15][C:14]([NH:17][C:18]([C:20]4[N:21]([CH3:29])[C:22]5[C:27]([CH:28]=4)=[CH:26][CH:25]=[CH:24][CH:23]=5)=[O:19])=[C:13]([O:30][CH3:31])[CH:12]=3)=[CH:9][O:10][C:6]=2[C:5](I)=[CH:4][N:3]=1.C([O:35][CH:36](OCC)/[CH:37]=[CH:38]/B1OC(C)(C)C(C)(C)O1)C.C(=O)([O-])[O-].[Na+].[Na+].O.C1(C)C=CC(S(O)(=O)=O)=CC=1, predict the reaction product. The product is: [NH2:1][C:2]1[C:7]2[C:8]([C:11]3[CH:16]=[CH:15][C:14]([NH:17][C:18]([C:20]4[N:21]([CH3:29])[C:22]5[C:27]([CH:28]=4)=[CH:26][CH:25]=[CH:24][CH:23]=5)=[O:19])=[C:13]([O:30][CH3:31])[CH:12]=3)=[CH:9][O:10][C:6]=2[C:5](/[CH:38]=[CH:37]/[CH:36]=[O:35])=[CH:4][N:3]=1. (3) Given the reactants COCCO[AlH2-]OCCOC.[Na+].CO[C:15](=O)[NH:16][C:17]1[CH:18]=[N:19][C:20]([N:31]2[CH2:36][CH2:35][S:34][CH2:33][CH2:32]2)=[CH:21][C:22]=1[C:23]1[CH:28]=[CH:27][C:26]([F:29])=[CH:25][C:24]=1[CH3:30].[OH-].[Na+], predict the reaction product. The product is: [CH3:15][NH:16][C:17]1[CH:18]=[N:19][C:20]([N:31]2[CH2:32][CH2:33][S:34][CH2:35][CH2:36]2)=[CH:21][C:22]=1[C:23]1[CH:28]=[CH:27][C:26]([F:29])=[CH:25][C:24]=1[CH3:30]. (4) Given the reactants [C:1]([O:6][CH3:7])(=[O:5])[CH:2]([CH3:4])[CH3:3].C([N-]C(C)C)(C)C.[Li+].CCCCCCC.C1COCC1.C(C1C=CC=CC=1)C.[CH3:36][Bi:37](Br)[CH3:38], predict the reaction product. The product is: [CH3:36][Bi:37]([CH3:38])[C:2]([CH3:4])([CH3:3])[C:1]([O:6][CH3:7])=[O:5]. (5) The product is: [CH2:19]([O:17][C:16]1[CH:15]=[CH:14][C:11]([CH:12]=[O:13])=[CH:10][C:9]=1[OH:8])[CH2:20][CH2:21][CH3:22]. Given the reactants [H-].[Na+].CN(C=O)C.[OH:8][C:9]1[CH:10]=[C:11]([CH:14]=[CH:15][C:16]=1[OH:17])[CH:12]=[O:13].I[CH2:19][CH2:20][CH2:21][CH3:22], predict the reaction product. (6) Given the reactants [F:1][C:2]1[CH:7]=[C:6]([CH3:8])[CH:5]=[CH:4][C:3]=1[C:9](=O)[CH2:10][C:11]1[CH:16]=[CH:15][CH:14]=[CH:13][CH:12]=1.[Li+].C[Si]([N-][Si](C)(C)C)(C)C.[N:28]1(C(=O)CC=C)[C:32]2C=C[CH:35]=[CH:36][C:31]=2N=[N:29]1.O.NN, predict the reaction product. The product is: [CH2:31]([C:32]1[NH:28][N:29]=[C:9]([C:3]2[CH:4]=[CH:5][C:6]([CH3:8])=[CH:7][C:2]=2[F:1])[C:10]=1[C:11]1[CH:16]=[CH:15][CH:14]=[CH:13][CH:12]=1)[CH:36]=[CH2:35]. (7) Given the reactants [Si](Br)(C)(C)C.CS(C)=O.[C:10]1([CH2:16][CH:17]=O)[CH:15]=[CH:14][CH:13]=[CH:12][CH:11]=1.[N:19]1([CH2:24][CH2:25][O:26][C:27]2[CH:32]=[CH:31][C:30]([NH:33][C:34]([NH2:36])=[S:35])=[CH:29][CH:28]=2)[CH2:23][CH2:22][CH2:21][CH2:20]1, predict the reaction product. The product is: [C:10]1([C:16]2[S:35][C:34]([NH:33][C:30]3[CH:31]=[CH:32][C:27]([O:26][CH2:25][CH2:24][N:19]4[CH2:23][CH2:22][CH2:21][CH2:20]4)=[CH:28][CH:29]=3)=[N:36][CH:17]=2)[CH:11]=[CH:12][CH:13]=[CH:14][CH:15]=1. (8) Given the reactants [N:1]1([C:7]2[N:12]=[CH:11]C=CN=2)[CH2:6][CH2:5][NH:4][CH2:3][CH2:2]1.[CH:13]([N:26]1[CH2:29][CH:28](OS(C)(=O)=O)[CH2:27]1)([C:20]1[CH:25]=[CH:24][CH:23]=[CH:22][CH:21]=1)[C:14]1[CH:19]=[CH:18][CH:17]=[CH:16][CH:15]=1.[CH3:35][CH2:36][N:37](C(C)C)C(C)C, predict the reaction product. The product is: [CH:13]([N:26]1[CH2:29][CH:28]([CH:6]2[CH2:5][NH:4][CH2:3][CH2:2][N:1]2[C:7]2[CH:35]=[CH:36][N:37]=[CH:11][N:12]=2)[CH2:27]1)([C:20]1[CH:25]=[CH:24][CH:23]=[CH:22][CH:21]=1)[C:14]1[CH:19]=[CH:18][CH:17]=[CH:16][CH:15]=1. (9) Given the reactants [F:1][C:2]([F:14])([F:13])[O:3][C:4]1[CH:5]=[C:6]([CH:10]=[CH:11][CH:12]=1)[C:7](Cl)=[O:8].[Br:15][C:16]1[CH:20]=[N:19][N:18]([CH3:21])[C:17]=1[C:22]1[CH:23]=[C:24]([CH:26]=[CH:27][C:28]=1[O:29][CH2:30][C:31]([CH3:36])([N+:33]([O-])=O)[CH3:32])[NH2:25].C(N(CC)C(C)C)(C)C, predict the reaction product. The product is: [NH2:33][C:31]([CH3:36])([CH3:32])[CH2:30][O:29][C:28]1[CH:27]=[CH:26][C:24]([NH:25][C:7](=[O:8])[C:6]2[CH:10]=[CH:11][CH:12]=[C:4]([O:3][C:2]([F:14])([F:13])[F:1])[CH:5]=2)=[CH:23][C:22]=1[C:17]1[N:18]([CH3:21])[N:19]=[CH:20][C:16]=1[Br:15]. (10) Given the reactants Cl[C:2]1[C:11]([C:12]([OH:14])=[O:13])=[CH:10][C:9]2[C:4](=[CH:5][CH:6]=[C:7]([Cl:15])[CH:8]=2)[N:3]=1.[NH2:16][CH:17]([CH2:21][N:22]1[C:26]([CH3:27])=[CH:25][C:24]([CH3:28])=[N:23]1)[C:18]([OH:20])=[O:19], predict the reaction product. The product is: [C:18]([CH:17]([NH:16][C:2]1[C:11]([C:12]([OH:14])=[O:13])=[CH:10][C:9]2[C:4](=[CH:5][CH:6]=[C:7]([Cl:15])[CH:8]=2)[N:3]=1)[CH2:21][N:22]1[C:26]([CH3:27])=[CH:25][C:24]([CH3:28])=[N:23]1)([OH:20])=[O:19].